From a dataset of Catalyst prediction with 721,799 reactions and 888 catalyst types from USPTO. Predict which catalyst facilitates the given reaction. (1) Reactant: [C:1]([O:5][C:6](=[O:26])[N:7]([CH2:9][C:10]1[C:11]2[C:16]([C:17]([CH:24]=O)=[C:18]3[C:23]=1[CH:22]=[CH:21][CH:20]=[CH:19]3)=[CH:15][CH:14]=[CH:13][CH:12]=2)[CH3:8])([CH3:4])([CH3:3])[CH3:2].[CH3:27][NH2:28].[BH4-].[Na+]. Product: [C:1]([O:5][C:6](=[O:26])[N:7]([CH3:8])[CH2:9][C:10]1[C:11]2[C:16]([C:17]([CH2:24][NH:28][CH3:27])=[C:18]3[C:23]=1[CH:22]=[CH:21][CH:20]=[CH:19]3)=[CH:15][CH:14]=[CH:13][CH:12]=2)([CH3:2])([CH3:4])[CH3:3]. The catalyst class is: 36. (2) Reactant: [C:1]([C:5]1[CH:9]=[C:8]([NH:10][C:11](=[O:36])[NH:12][C:13]2[C:22]3[C:17](=[CH:18][CH:19]=[CH:20][CH:21]=3)[C:16]([O:23][CH2:24][C:25]3[CH:30]=[CH:29][N:28]=[C:27]([NH:31][C:32](=[O:35])[CH2:33]Cl)[CH:26]=3)=[CH:15][CH:14]=2)[N:7]([C:37]2[CH:42]=[CH:41][C:40]([CH3:43])=[CH:39][CH:38]=2)[N:6]=1)([CH3:4])([CH3:3])[CH3:2].CCN(C(C)C)C(C)C.[CH3:53][O:54][CH2:55][CH2:56][NH2:57]. Product: [C:1]([C:5]1[CH:9]=[C:8]([NH:10][C:11](=[O:36])[NH:12][C:13]2[C:22]3[C:17](=[CH:18][CH:19]=[CH:20][CH:21]=3)[C:16]([O:23][CH2:24][C:25]3[CH:30]=[CH:29][N:28]=[C:27]([NH:31][C:32](=[O:35])[CH2:33][NH:57][CH2:56][CH2:55][O:54][CH3:53])[CH:26]=3)=[CH:15][CH:14]=2)[N:7]([C:37]2[CH:42]=[CH:41][C:40]([CH3:43])=[CH:39][CH:38]=2)[N:6]=1)([CH3:4])([CH3:3])[CH3:2]. The catalyst class is: 59. (3) Reactant: C1C(=O)N([Br:8])C(=O)C1.[CH:9]1[C:21]2[NH:20][C:19]3[C:14](=[CH:15][CH:16]=[CH:17][CH:18]=3)[C:13]=2[CH:12]=[CH:11][CH:10]=1. Product: [Br:8][C:11]1[CH:10]=[CH:9][C:21]2[NH:20][C:19]3[C:14]([C:13]=2[CH:12]=1)=[CH:15][CH:16]=[CH:17][CH:18]=3. The catalyst class is: 3. (4) Reactant: C([O:8][C:9]1[C:14]([CH3:15])=[CH:13][C:12]([C:16]2[CH:25]=[C:24]3[C:19]([C:20]([O:30][CH:31]([CH3:33])[CH3:32])=[CH:21][C:22]([O:26][CH:27]([CH3:29])[CH3:28])=[N:23]3)=[C:18](N)[N:17]=2)=[CH:11][C:10]=1[CH3:35])C1C=CC=CC=1.[H][H].C[OH:39]. Product: [OH:8][C:9]1[C:14]([CH3:15])=[CH:13][C:12]([C:16]2[NH:17][C:18](=[O:39])[C:19]3[C:20]([O:30][CH:31]([CH3:33])[CH3:32])=[CH:21][C:22]([O:26][CH:27]([CH3:28])[CH3:29])=[N:23][C:24]=3[CH:25]=2)=[CH:11][C:10]=1[CH3:35]. The catalyst class is: 45. (5) Reactant: [CH3:1][C:2]1([CH3:50])[O:6][C@@H:5]([CH2:7][CH2:8][NH:9][C:10]([CH:12]2[CH:16]([C:17]3[CH:22]=[CH:21][CH:20]=[C:19]([Cl:23])[C:18]=3[F:24])[C:15]([C:27]3[CH:32]=[CH:31][C:30]([Cl:33])=[CH:29][C:28]=3[F:34])([C:25]#[N:26])[CH:14]([CH2:35][C:36]([CH3:39])([CH3:38])[CH3:37])[N:13]2[CH2:40][CH2:41][O:42][Si](C(C)(C)C)(C)C)=[O:11])[CH2:4][O:3]1.[F-].C([N+](CCCC)(CCCC)CCCC)CCC. Product: [CH3:1][C:2]1([CH3:50])[O:6][C@@H:5]([CH2:7][CH2:8][NH:9][C:10]([CH:12]2[CH:16]([C:17]3[CH:22]=[CH:21][CH:20]=[C:19]([Cl:23])[C:18]=3[F:24])[C:15]([C:27]3[CH:32]=[CH:31][C:30]([Cl:33])=[CH:29][C:28]=3[F:34])([C:25]#[N:26])[CH:14]([CH2:35][C:36]([CH3:37])([CH3:38])[CH3:39])[N:13]2[CH2:40][CH2:41][OH:42])=[O:11])[CH2:4][O:3]1. The catalyst class is: 7. (6) Reactant: B.[CH:2]([C:5]1[CH:6]=[CH:7][C:8]([O:24][CH3:25])=[C:9]([C:11]2[C:12]([C:21](O)=[O:22])=[CH:13][C:14]([C:17]([F:20])([F:19])[F:18])=[CH:15][CH:16]=2)[CH:10]=1)([CH3:4])[CH3:3].C(C1C=CC(OC)=C(C2C(C(N)=O)=CC(C(F)(F)F)=CC=2)C=1)(C)C. Product: [CH:2]([C:5]1[CH:6]=[CH:7][C:8]([O:24][CH3:25])=[C:9]([C:11]2[CH:16]=[CH:15][C:14]([C:17]([F:18])([F:19])[F:20])=[CH:13][C:12]=2[CH2:21][OH:22])[CH:10]=1)([CH3:4])[CH3:3]. The catalyst class is: 1.